Dataset: Reaction yield outcomes from USPTO patents with 853,638 reactions. Task: Predict the reaction yield, written as a fraction of the theoretical maximum amount of product (1.0 means a 100% yield; for example, 0.34 means a 34% yield). (1) The reactants are I[C:2]1[CH:8]=[CH:7][C:5]([NH2:6])=[CH:4][CH:3]=1.[CH3:9][Si:10]([C:13]#[CH:14])([CH3:12])[CH3:11]. The catalyst is CN(C)C.Cl[Pd](Cl)([P](C1C=CC=CC=1)(C1C=CC=CC=1)C1C=CC=CC=1)[P](C1C=CC=CC=1)(C1C=CC=CC=1)C1C=CC=CC=1.[Cu](I)I. The product is [CH3:9][Si:10]([C:13]#[C:14][C:2]1[CH:8]=[CH:7][C:5]([NH2:6])=[CH:4][CH:3]=1)([CH3:12])[CH3:11]. The yield is 0.980. (2) The product is [C:24]([O:27][CH2:28][C:29]1[C:30]([N:44]2[CH2:55][CH2:54][N:53]3[C:46](=[CH:47][C:48]4[CH2:49][C:50]([CH3:57])([CH3:56])[CH2:51][C:52]=43)[C:45]2=[O:58])=[N:31][CH:32]=[CH:33][C:34]=1[C:2]1[CH:3]=[C:4]([NH:10][C:11]2[CH:15]=[C:14]([CH2:16][N:17]([CH3:22])[CH:18]3[CH2:21][O:20][CH2:19]3)[N:13]([CH3:23])[N:12]=2)[C:5](=[O:9])[N:6]([CH3:8])[CH:7]=1)(=[O:26])[CH3:25]. The reactants are Br[C:2]1[CH:3]=[C:4]([NH:10][C:11]2[CH:15]=[C:14]([CH2:16][N:17]([CH3:22])[CH:18]3[CH2:21][O:20][CH2:19]3)[N:13]([CH3:23])[N:12]=2)[C:5](=[O:9])[N:6]([CH3:8])[CH:7]=1.[C:24]([O:27][CH2:28][C:29]1[C:30]([N:44]2[CH2:55][CH2:54][N:53]3[C:46](=[CH:47][C:48]4[CH2:49][C:50]([CH3:57])([CH3:56])[CH2:51][C:52]=43)[C:45]2=[O:58])=[N:31][CH:32]=[CH:33][C:34]=1B1OC(C)(C)C(C)(C)O1)(=[O:26])[CH3:25].[O-]P([O-])([O-])=O.[K+].[K+].[K+].C([O-])(=O)C.[Na+]. The yield is 0.440. The catalyst is C1C=CC(P(C2C=CC=CC=2)[C-]2C=CC=C2)=CC=1.C1C=CC(P(C2C=CC=CC=2)[C-]2C=CC=C2)=CC=1.Cl[Pd]Cl.[Fe+2].O.C(#N)C. (3) The reactants are [Cl:1][C:2]1[C:10]([OH:11])=[CH:9][CH:8]=[C:7]2[C:3]=1[CH:4]=[C:5]([CH:21]([F:23])[F:22])[N:6]2[S:12]([C:15]1[CH:20]=[CH:19][CH:18]=[CH:17][CH:16]=1)(=[O:14])=[O:13].CCN(CC)CC.[S:31](O[S:31]([C:34]([F:37])([F:36])[F:35])(=[O:33])=[O:32])([C:34]([F:37])([F:36])[F:35])(=[O:33])=[O:32]. The catalyst is C(Cl)Cl. The product is [F:35][C:34]([F:37])([F:36])[S:31]([O:11][C:10]1[C:2]([Cl:1])=[C:3]2[C:7](=[CH:8][CH:9]=1)[N:6]([S:12]([C:15]1[CH:20]=[CH:19][CH:18]=[CH:17][CH:16]=1)(=[O:14])=[O:13])[C:5]([CH:21]([F:23])[F:22])=[CH:4]2)(=[O:33])=[O:32]. The yield is 0.880. (4) The reactants are [CH2:1]([C:13]1[CH:19]=[CH:18][C:16]([NH2:17])=CC=1)[CH2:2][CH2:3]CCCCCCCCC.[NH:20]1[CH:24]=[CH:23][N:22]=[CH:21]1.C(Cl)(=O)C=C.C([O-])(O)=O.[Na+].C([N:37](CC)CC)C. The yield is 0.950. The catalyst is C1COCC1.ClCCl. The product is [CH2:13]1[CH2:1][CH2:2][CH2:3][N:17]([CH2:24][CH2:23][N:22]=[C:21]([NH2:37])[NH2:20])[CH2:16][CH2:18][CH2:19]1. (5) The reactants are [N+:1]([C:4]1[CH:12]=[CH:11][C:7]([C:8](Cl)=O)=[CH:6][CH:5]=1)([O-:3])=[O:2].[NH2:13][C:14]1[CH:19]=[CH:18][CH:17]=[CH:16][C:15]=1[SH:20]. The catalyst is C1C=CC=CC=1. The product is [N+:1]([C:4]1[CH:12]=[CH:11][C:7]([C:8]2[S:20][C:15]3[CH:16]=[CH:17][CH:18]=[CH:19][C:14]=3[N:13]=2)=[CH:6][CH:5]=1)([O-:3])=[O:2]. The yield is 0.732. (6) The reactants are [CH3:1][C:2]1[C:16](=[O:17])[N:15]=[C:14]2[N:4]([C@@H:5]3[O:9][C@H:8]([CH2:10][OH:11])[C@@H:7]([OH:12])[C@@H:6]3[O:13]2)[CH:3]=1.[CH3:18][O:19][CH2:20][CH2:21][O:22]B([O:22][CH2:21][CH2:20][O:19][CH3:18])[O:22][CH2:21][CH2:20][O:19][CH3:18]. The catalyst is COCCO. The product is [CH3:18][O:19][CH2:20][CH2:21][O:22][C@@H:6]1[C@H:7]([OH:12])[C@@H:8]([CH2:10][OH:11])[O:9][C@H:5]1[N:4]1[CH:3]=[C:2]([CH3:1])[C:16](=[O:17])[NH:15][C:14]1=[O:13]. The yield is 0.630.